From a dataset of Catalyst prediction with 721,799 reactions and 888 catalyst types from USPTO. Predict which catalyst facilitates the given reaction. (1) Reactant: [CH3:1][C:2]1([CH3:24])[C@@H:7]([NH:8][C@H](C2C=CC=CC=2)C)[CH2:6][CH2:5][N:4]([C:17]([O:19][C:20]([CH3:23])([CH3:22])[CH3:21])=[O:18])[CH2:3]1. Product: [NH2:8][C@H:7]1[CH2:6][CH2:5][N:4]([C:17]([O:19][C:20]([CH3:23])([CH3:22])[CH3:21])=[O:18])[CH2:3][C:2]1([CH3:24])[CH3:1]. The catalyst class is: 5. (2) Reactant: COC1C=C(OC)C=CC=1C[N:6]([C:32]1[S:36][N:35]=[CH:34][N:33]=1)[S:7]([C:10]1[CH:15]=[C:14]([F:16])[C:13]([O:17][C@H:18]2[CH2:24][CH2:23][CH2:22][CH2:21][CH2:20][C@@H:19]2[C:25]2[CH:30]=[CH:29][CH:28]=[CH:27][CH:26]=2)=[CH:12][C:11]=1[F:31])(=[O:9])=[O:8].C([SiH](CC)CC)C.FC(F)(F)C(O)=O. Product: [F:31][C:11]1[CH:12]=[C:13]([O:17][C@H:18]2[CH2:24][CH2:23][CH2:22][CH2:21][CH2:20][C@@H:19]2[C:25]2[CH:26]=[CH:27][CH:28]=[CH:29][CH:30]=2)[C:14]([F:16])=[CH:15][C:10]=1[S:7]([NH:6][C:32]1[S:36][N:35]=[CH:34][N:33]=1)(=[O:9])=[O:8]. The catalyst class is: 4. (3) Reactant: [Na+].[NH2:2][C@H:3]([C:9]1[CH:14]=[CH:13][CH:12]=[CH:11][CH:10]=1)[CH2:4][CH2:5][C:6]([O-])=[O:7].[H-].[Al+3].[Li+].[H-].[H-].[H-].O.[OH-].[Na+]. Product: [NH2:2][C@H:3]([C:9]1[CH:14]=[CH:13][CH:12]=[CH:11][CH:10]=1)[CH2:4][CH2:5][CH2:6][OH:7]. The catalyst class is: 1. (4) Reactant: [C:1]([O:5][C:6]([N:8]1[CH2:13][CH2:12][CH:11]([C:14]2[CH:19]=[CH:18][CH:17]=[C:16]([NH2:20])[CH:15]=2)[CH2:10][CH2:9]1)=[O:7])([CH3:4])([CH3:3])[CH3:2].[Br:21][CH2:22][CH2:23][CH2:24][CH2:25][CH2:26][C:27](Cl)=[O:28].C(N(CC)CC)C.C1COCC1. Product: [Br:21][CH2:22][CH2:23][CH2:24][CH2:25][CH2:26][C:27]([NH:20][C:16]1[CH:15]=[C:14]([CH:11]2[CH2:12][CH2:13][N:8]([C:6]([O:5][C:1]([CH3:4])([CH3:2])[CH3:3])=[O:7])[CH2:9][CH2:10]2)[CH:19]=[CH:18][CH:17]=1)=[O:28]. The catalyst class is: 22. (5) Reactant: [CH2:1]([O:4][CH:5]1[CH2:10][CH2:9][N:8]([S:11](/[CH:14]=[CH:15]/[C:16]2[CH:21]=[CH:20][CH:19]=[CH:18][CH:17]=2)(=[O:13])=[O:12])[CH2:7][CH2:6]1)[CH:2]=[CH2:3].[NH2:22][OH:23].CCOC(C)=O. Product: [CH2:1]([O:4][CH:5]1[CH2:10][CH2:9][N:8]([S:11]([CH2:14][CH:15]([NH:22][OH:23])[C:16]2[CH:21]=[CH:20][CH:19]=[CH:18][CH:17]=2)(=[O:13])=[O:12])[CH2:7][CH2:6]1)[CH:2]=[CH2:3]. The catalyst class is: 20.